From a dataset of Forward reaction prediction with 1.9M reactions from USPTO patents (1976-2016). Predict the product of the given reaction. (1) Given the reactants [F:1][C:2]1[CH:3]=[C:4]([CH:36]=[C:37]([F:39])[CH:38]=1)[CH2:5][NH:6][C:7]1[CH:8]=[CH:9][C:10]([F:35])=[C:11]([C:13]2[CH:18]=[CH:17][N:16]=[C:15]3[NH:19][C:20]([C:22]4[CH2:27][CH2:26][N:25](C(OC(C)(C)C)=O)[CH2:24][CH:23]=4)=[CH:21][C:14]=23)[CH:12]=1.FC(F)(F)C(O)=O.C(Cl)[Cl:48], predict the reaction product. The product is: [F:1][C:2]1[CH:3]=[C:4]([CH:36]=[C:37]([F:39])[CH:38]=1)[CH2:5][NH:6][C:7]1[CH:8]=[CH:9][C:10]([F:35])=[C:11]([C:13]2[CH:18]=[CH:17][N:16]=[C:15]3[NH:19][C:20]([C:22]4[CH2:27][CH2:26][NH:25][CH2:24][CH:23]=4)=[CH:21][C:14]=23)[CH:12]=1.[ClH:48]. (2) The product is: [CH2:23]([S:20]([N:17]1[CH2:18][CH2:19][CH:14]([C:5]2[C:4]3[C:8](=[C:9]([C:11]([NH2:13])=[O:12])[CH:10]=[C:2]([S:32][C:29]4[CH:30]=[CH:31][C:26]([F:25])=[CH:27][CH:28]=4)[CH:3]=3)[NH:7][CH:6]=2)[CH2:15][CH2:16]1)(=[O:22])=[O:21])[CH3:24]. Given the reactants Br[C:2]1[CH:3]=[C:4]2[C:8](=[C:9]([C:11]([NH2:13])=[O:12])[CH:10]=1)[NH:7][CH:6]=[C:5]2[CH:14]1[CH2:19][CH2:18][N:17]([S:20]([CH2:23][CH3:24])(=[O:22])=[O:21])[CH2:16][CH2:15]1.[F:25][C:26]1[CH:31]=[CH:30][C:29]([SH:32])=[CH:28][CH:27]=1.C(O)CO.C(=O)([O-])[O-].[K+].[K+], predict the reaction product. (3) Given the reactants [CH:1]1[C:6]([CH:7]=[O:8])=[CH:5][C:4]2[O:9][CH2:10][O:11][C:3]=2[CH:2]=1.[C-]#N.[K+], predict the reaction product. The product is: [CH2:10]1[O:11][C:3]2[CH:2]=[CH:1][C:6]([C:7]([CH:7]([C:6]3[CH:1]=[CH:2][C:3]4[O:11][CH2:10][O:9][C:4]=4[CH:5]=3)[OH:8])=[O:8])=[CH:5][C:4]=2[O:9]1. (4) Given the reactants [Br:1][C:2]1[CH:3]=[N:4][C:5]([C:8]2[N:9]([CH3:48])[C:10]3[C:15]([C:16]=2[CH:17]2[CH2:21][CH2:20][CH2:19][CH2:18]2)=[CH:14][CH:13]=[C:12]([C:22]([NH:24][C:25]2([C:29]4[N:33]([CH3:34])[C:32]5[CH:35]=[C:36](/[CH:39]=[CH:40]/[C:41]([O:43]CCCC)=[O:42])[CH:37]=[CH:38][C:31]=5[N:30]=4)[CH2:28][CH2:27][CH2:26]2)=[O:23])[CH:11]=3)=[N:6][CH:7]=1.CO.[OH-].[Na+].C(O)(=O)C, predict the reaction product. The product is: [Br:1][C:2]1[CH:3]=[N:4][C:5]([C:8]2[N:9]([CH3:48])[C:10]3[C:15]([C:16]=2[CH:17]2[CH2:18][CH2:19][CH2:20][CH2:21]2)=[CH:14][CH:13]=[C:12]([C:22]([NH:24][C:25]2([C:29]4[N:33]([CH3:34])[C:32]5[CH:35]=[C:36](/[CH:39]=[CH:40]/[C:41]([OH:43])=[O:42])[CH:37]=[CH:38][C:31]=5[N:30]=4)[CH2:26][CH2:27][CH2:28]2)=[O:23])[CH:11]=3)=[N:6][CH:7]=1.